The task is: Regression. Given two drug SMILES strings and cell line genomic features, predict the synergy score measuring deviation from expected non-interaction effect.. This data is from NCI-60 drug combinations with 297,098 pairs across 59 cell lines. (1) Drug 1: CC1=C(C(=CC=C1)Cl)NC(=O)C2=CN=C(S2)NC3=CC(=NC(=N3)C)N4CCN(CC4)CCO. Drug 2: CC(C)(C#N)C1=CC(=CC(=C1)CN2C=NC=N2)C(C)(C)C#N. Cell line: MDA-MB-231. Synergy scores: CSS=14.8, Synergy_ZIP=-5.65, Synergy_Bliss=-0.708, Synergy_Loewe=-3.28, Synergy_HSA=0.624. (2) Drug 1: CCC(=C(C1=CC=CC=C1)C2=CC=C(C=C2)OCCN(C)C)C3=CC=CC=C3.C(C(=O)O)C(CC(=O)O)(C(=O)O)O. Drug 2: CC1=C(C=C(C=C1)C(=O)NC2=CC(=CC(=C2)C(F)(F)F)N3C=C(N=C3)C)NC4=NC=CC(=N4)C5=CN=CC=C5. Cell line: T-47D. Synergy scores: CSS=1.20, Synergy_ZIP=-0.588, Synergy_Bliss=-2.43, Synergy_Loewe=-5.30, Synergy_HSA=-5.82. (3) Drug 1: CC=C1C(=O)NC(C(=O)OC2CC(=O)NC(C(=O)NC(CSSCCC=C2)C(=O)N1)C(C)C)C(C)C. Drug 2: CCC1(C2=C(COC1=O)C(=O)N3CC4=CC5=C(C=CC(=C5CN(C)C)O)N=C4C3=C2)O.Cl. Cell line: MDA-MB-231. Synergy scores: CSS=45.2, Synergy_ZIP=1.21, Synergy_Bliss=1.63, Synergy_Loewe=2.18, Synergy_HSA=3.74. (4) Drug 1: CC1=C2C(C(=O)C3(C(CC4C(C3C(C(C2(C)C)(CC1OC(=O)C(C(C5=CC=CC=C5)NC(=O)OC(C)(C)C)O)O)OC(=O)C6=CC=CC=C6)(CO4)OC(=O)C)O)C)O. Drug 2: CC1CCCC2(C(O2)CC(NC(=O)CC(C(C(=O)C(C1O)C)(C)C)O)C(=CC3=CSC(=N3)C)C)C. Cell line: M14. Synergy scores: CSS=61.3, Synergy_ZIP=2.84, Synergy_Bliss=1.24, Synergy_Loewe=-10.6, Synergy_HSA=2.46. (5) Drug 1: CC1=C(C=C(C=C1)NC2=NC=CC(=N2)N(C)C3=CC4=NN(C(=C4C=C3)C)C)S(=O)(=O)N.Cl. Drug 2: CC1C(C(CC(O1)OC2CC(OC(C2O)C)OC3=CC4=CC5=C(C(=O)C(C(C5)C(C(=O)C(C(C)O)O)OC)OC6CC(C(C(O6)C)O)OC7CC(C(C(O7)C)O)OC8CC(C(C(O8)C)O)(C)O)C(=C4C(=C3C)O)O)O)O. Cell line: CCRF-CEM. Synergy scores: CSS=7.56, Synergy_ZIP=5.92, Synergy_Bliss=9.02, Synergy_Loewe=11.3, Synergy_HSA=9.05.